This data is from Forward reaction prediction with 1.9M reactions from USPTO patents (1976-2016). The task is: Predict the product of the given reaction. (1) Given the reactants O.[OH-].[Li+].C([O:6][C:7]([C:9]1[N:10]=[N:11][C:12]([O:15][CH2:16][C:17]2[N:18]([CH3:28])[N:19]=[N:20][C:21]=2[C:22]2[CH:27]=[CH:26][CH:25]=[CH:24][N:23]=2)=[CH:13][CH:14]=1)=[O:8])C, predict the reaction product. The product is: [CH3:28][N:18]1[C:17]([CH2:16][O:15][C:12]2[N:11]=[N:10][C:9]([C:7]([OH:8])=[O:6])=[CH:14][CH:13]=2)=[C:21]([C:22]2[CH:27]=[CH:26][CH:25]=[CH:24][N:23]=2)[N:20]=[N:19]1. (2) Given the reactants [C:1]1([S:7]([NH:10][CH2:11][C:12]2[CH2:18][N:17]([CH2:19][C:20](=[O:31])[NH:21][CH:22]3[CH2:26][C:25](=[O:27])[O:24][CH:23]3[O:28]CC)[C:16](=[O:32])[CH:15]([NH:33][C:34]([C:36]3[C:45]4[C:40](=[CH:41][CH:42]=[CH:43][CH:44]=4)[CH:39]=[CH:38][N:37]=3)=[O:35])[CH2:14][CH:13]=2)(=[O:9])=[O:8])[CH:6]=[CH:5][CH:4]=[CH:3][CH:2]=1.FC(F)(F)C(O)=O, predict the reaction product. The product is: [C:1]1([S:7]([NH:10][CH2:11][C:12]2[CH2:18][N:17]([CH2:19][C:20](=[O:31])[NH:21][CH:22]3[CH2:26][C:25](=[O:27])[O:24][CH:23]3[OH:28])[C:16](=[O:32])[CH:15]([NH:33][C:34]([C:36]3[C:45]4[C:40](=[CH:41][CH:42]=[CH:43][CH:44]=4)[CH:39]=[CH:38][N:37]=3)=[O:35])[CH2:14][CH:13]=2)(=[O:9])=[O:8])[CH:6]=[CH:5][CH:4]=[CH:3][CH:2]=1. (3) Given the reactants [CH3:1][O:2][C:3]1[CH:14]=[CH:13][C:6]([CH2:7][NH:8][CH2:9][CH2:10][CH2:11][OH:12])=[CH:5][CH:4]=1.C(N(CC)CC)C.Cl[CH:23]([CH3:27])[C:24](Cl)=[O:25].[OH-].[K+], predict the reaction product. The product is: [CH3:1][O:2][C:3]1[CH:4]=[CH:5][C:6]([CH2:7][N:8]2[CH2:9][CH2:10][CH2:11][O:12][CH:23]([CH3:27])[C:24]2=[O:25])=[CH:13][CH:14]=1. (4) The product is: [CH3:24][C:9]1([CH3:8])[C@@H:12]([CH2:13][CH2:14][N:15]2[CH2:20][CH2:19][O:18][CH2:17][CH2:16]2)[CH2:11][C@H:10]1[C@@:21]([C:1]1[CH:6]=[CH:5][CH:4]=[CH:3][CH:2]=1)([OH:23])[CH3:22]. Given the reactants [C:1]1([Li])[CH:6]=[CH:5][CH:4]=[CH:3][CH:2]=1.[CH3:8][C:9]1([CH3:24])[C@@H:12]([CH2:13][CH2:14][N:15]2[CH2:20][CH2:19][O:18][CH2:17][CH2:16]2)[CH2:11][C@H:10]1[C:21](=[O:23])[CH3:22], predict the reaction product. (5) The product is: [CH3:13][C:8]([C:14]1[CH:19]=[CH:18][CH:17]=[CH:16][CH:15]=1)([CH3:7])[CH2:9][CH2:10][OH:11]. Given the reactants [H-].[Al+3].[Li+].[H-].[H-].[H-].[CH3:7][C:8]([C:14]1[CH:19]=[CH:18][CH:17]=[CH:16][CH:15]=1)([CH3:13])[CH2:9][C:10](O)=[O:11].O.[OH-].[Na+], predict the reaction product. (6) Given the reactants [C:1]([C:3]1[C:4](=[O:25])[N:5]([C:11]2[CH:16]=[CH:15][C:14]([C:17]3([C:21]([O:23][CH3:24])=[O:22])[CH2:20][CH2:19][CH2:18]3)=[CH:13][CH:12]=2)[CH2:6][CH2:7]C=1OC)#[N:2].[N:26]#[C:27][NH2:28].[CH3:29][O-:30].[Na+].S(=O)(=O)(O)O.[CH3:37]O, predict the reaction product. The product is: [NH2:26][C:27]1[C:3]2[C:4](=[O:25])[N:5]([C:11]3[CH:16]=[CH:15][C:14]([C:17]4([C:21]([O:23][CH3:24])=[O:22])[CH2:20][CH2:19][CH2:18]4)=[CH:13][CH:12]=3)[CH2:6][CH2:7][C:1]=2[N:2]=[C:29]([O:30][CH3:37])[N:28]=1.